Dataset: Full USPTO retrosynthesis dataset with 1.9M reactions from patents (1976-2016). Task: Predict the reactants needed to synthesize the given product. (1) Given the product [CH3:27][S:28]([C:31]1[CH:32]=[C:33]([NH:37][C:12]([C:11]2[CH:10]=[N:9][N:8]3[C:3]([CH:2]([F:26])[F:1])=[CH:4][C:5]([C:15]4[CH:20]=[CH:19][C:18]([C:21]([F:23])([F:22])[F:24])=[C:17]([CH3:25])[CH:16]=4)=[N:6][C:7]=23)=[O:14])[CH:34]=[CH:35][CH:36]=1)(=[O:29])=[O:30], predict the reactants needed to synthesize it. The reactants are: [F:1][CH:2]([F:26])[C:3]1[N:8]2[N:9]=[CH:10][C:11]([C:12]([OH:14])=O)=[C:7]2[N:6]=[C:5]([C:15]2[CH:20]=[CH:19][C:18]([C:21]([F:24])([F:23])[F:22])=[C:17]([CH3:25])[CH:16]=2)[CH:4]=1.[CH3:27][S:28]([C:31]1[CH:32]=[C:33]([NH2:37])[CH:34]=[CH:35][CH:36]=1)(=[O:30])=[O:29].Cl. (2) Given the product [CH3:13][O:12][C:9]1[CH:10]=[C:11]2[C:6](=[CH:7][C:8]=1[O:14][CH3:15])[N:5]=[CH:4][CH:3]=[C:2]2[NH:16][C:17]1[CH:18]=[N:19][C:20]2[C:25]([CH:26]=1)=[CH:24][CH:23]=[CH:22][CH:21]=2, predict the reactants needed to synthesize it. The reactants are: Cl[C:2]1[C:11]2[C:6](=[CH:7][C:8]([O:14][CH3:15])=[C:9]([O:12][CH3:13])[CH:10]=2)[N:5]=[CH:4][CH:3]=1.[NH2:16][C:17]1[CH:18]=[N:19][C:20]2[C:25]([CH:26]=1)=[CH:24][CH:23]=[CH:22][CH:21]=2.[H-].[Na+].O. (3) Given the product [F:1][C:2]1[C:7]([F:8])=[CH:6][CH:5]=[CH:4][C:3]=1[CH:9]([OH:11])[CH3:10], predict the reactants needed to synthesize it. The reactants are: [F:1][C:2]1[C:7]([F:8])=[CH:6][CH:5]=[CH:4][C:3]=1[C:9](=[O:11])[CH3:10].[BH4-].[Na+].